Dataset: Forward reaction prediction with 1.9M reactions from USPTO patents (1976-2016). Task: Predict the product of the given reaction. (1) Given the reactants [N+:1]([C:4]1[CH:9]=[CH:8][CH:7]=[C:6]([N+:10]([O-:12])=[O:11])[CH:5]=1)([O-:3])=[O:2].S(=O)(=O)(O)O.C1C(=O)N([Br:25])C(=O)C1, predict the reaction product. The product is: [Br:25][C:8]1[CH:9]=[C:4]([N+:1]([O-:3])=[O:2])[CH:5]=[C:6]([N+:10]([O-:12])=[O:11])[CH:7]=1. (2) Given the reactants Br[CH:2]1[C:14]2[CH:13]=[CH:12][CH:11]=[CH:10][C:9]=2[C:8]2[C:3]1=[CH:4][CH:5]=[CH:6][CH:7]=2.[N-:15]=[N+:16]=[N-:17].[Na+], predict the reaction product. The product is: [N:15]([CH:2]1[C:14]2[CH:13]=[CH:12][CH:11]=[CH:10][C:9]=2[C:8]2[C:3]1=[CH:4][CH:5]=[CH:6][CH:7]=2)=[N+:16]=[N-:17]. (3) Given the reactants [CH3:1][O:2][CH2:3][O:4][C:5]1[C:6]([Br:25])=[C:7]([CH2:17][CH2:18][O:19][CH2:20][CH:21]([OH:24])[CH2:22][OH:23])[C:8]([CH2:15][CH3:16])=[C:9]([O:11][CH2:12][O:13][CH3:14])[CH:10]=1.CO[C:28](OC)([CH3:30])[CH3:29].O.C1(C)C=CC(S(O)(=O)=O)=CC=1, predict the reaction product. The product is: [CH3:1][O:2][CH2:3][O:4][C:5]1[CH:10]=[C:9]([O:11][CH2:12][O:13][CH3:14])[C:8]([CH2:15][CH3:16])=[C:7]([CH2:17][CH2:18][O:19][CH2:20][CH:21]2[CH2:22][O:23][C:28]([CH3:30])([CH3:29])[O:24]2)[C:6]=1[Br:25].